Dataset: Forward reaction prediction with 1.9M reactions from USPTO patents (1976-2016). Task: Predict the product of the given reaction. (1) Given the reactants [CH:1]1([C:10]2[CH:15]=[C:14]([F:16])[CH:13]=[CH:12][C:11]=2[OH:17])[C:9]2[C:4](=[CH:5][CH:6]=[CH:7][CH:8]=2)[CH2:3][NH:2]1.CCN(C(C)C)C(C)C.Cl[C:28]([O:30][CH2:31][C:32]1[CH:37]=[CH:36][CH:35]=[CH:34][CH:33]=1)=[O:29], predict the reaction product. The product is: [CH2:31]([O:30][C:28]([N:2]1[CH2:3][C:4]2[C:9](=[CH:8][CH:7]=[CH:6][CH:5]=2)[CH:1]1[C:10]1[CH:15]=[C:14]([F:16])[CH:13]=[CH:12][C:11]=1[OH:17])=[O:29])[C:32]1[CH:37]=[CH:36][CH:35]=[CH:34][CH:33]=1. (2) Given the reactants [O:1]=[C:2]1[NH:7][C:6]([C:8]2[O:9][C:10]3[C:16]([C:17](O)=[O:18])=[CH:15][CH:14]=[CH:13][C:11]=3[CH:12]=2)=[N:5][C:4]2[CH:20]=[N:21][CH:22]=[CH:23][C:3]1=2.[C:24]([O:28][C:29]([N:31]1[CH2:36][CH2:35][CH:34]([CH2:37][CH2:38][NH2:39])[CH2:33][CH2:32]1)=[O:30])([CH3:27])([CH3:26])[CH3:25].C(N(CC)C(C)C)(C)C.CN(C(ON1N=NC2C=CC=NC1=2)=[N+](C)C)C.F[P-](F)(F)(F)(F)F, predict the reaction product. The product is: [O:1]=[C:2]1[NH:7][C:6]([C:8]2[O:9][C:10]3[C:16]([C:17]([NH:39][CH2:38][CH2:37][CH:34]4[CH2:35][CH2:36][N:31]([C:29]([O:28][C:24]([CH3:27])([CH3:26])[CH3:25])=[O:30])[CH2:32][CH2:33]4)=[O:18])=[CH:15][CH:14]=[CH:13][C:11]=3[CH:12]=2)=[N:5][C:4]2[CH:20]=[N:21][CH:22]=[CH:23][C:3]1=2.